This data is from Forward reaction prediction with 1.9M reactions from USPTO patents (1976-2016). The task is: Predict the product of the given reaction. (1) Given the reactants [CH3:1][C:2]1[CH:19]=[CH:18][CH:17]=[C:16]([CH3:20])[C:3]=1/[CH:4]=[CH:5]/[C:6]1[CH:7]=[C:8]([CH2:12][CH2:13][CH2:14][NH2:15])[CH:9]=[CH:10][CH:11]=1.[ClH:21], predict the reaction product. The product is: [ClH:21].[CH3:1][C:2]1[CH:19]=[CH:18][CH:17]=[C:16]([CH3:20])[C:3]=1/[CH:4]=[CH:5]/[C:6]1[CH:7]=[C:8]([CH2:12][CH2:13][CH2:14][NH2:15])[CH:9]=[CH:10][CH:11]=1. (2) Given the reactants [Br:1][C:2]1[CH:7]=[C:6]([C:8]([CH3:11])([CH3:10])[CH3:9])[CH:5]=[C:4]([CH2:12][CH3:13])[C:3]=1[OH:14].CCCCCC.C([Li])CCC.[CH3:26][O:27][CH2:28]Cl, predict the reaction product. The product is: [Br:1][C:2]1[C:3]([O:14][CH2:26][O:27][CH3:28])=[C:4]([CH2:12][CH3:13])[CH:5]=[C:6]([C:8]([CH3:9])([CH3:10])[CH3:11])[CH:7]=1. (3) Given the reactants [F:1][C:2]1[CH:9]=[C:8]([F:10])[CH:7]=[CH:6][C:3]=1[CH2:4]Br.[CH2:11]([O:13][C:14](=[O:38])[C:15]1[CH:20]=[CH:19][CH:18]=[C:17]([N:21]2[C:25]([CH3:26])=[CH:24][CH:23]=[C:22]2[C:27]2[CH:32]=[C:31]([S:33]([CH3:36])(=[O:35])=[O:34])[CH:30]=[CH:29][C:28]=2[OH:37])[CH:16]=1)[CH3:12].C([O-])([O-])=O.[K+].[K+], predict the reaction product. The product is: [CH2:11]([O:13][C:14](=[O:38])[C:15]1[CH:20]=[CH:19][CH:18]=[C:17]([N:21]2[C:25]([CH3:26])=[CH:24][CH:23]=[C:22]2[C:27]2[CH:32]=[C:31]([S:33]([CH3:36])(=[O:34])=[O:35])[CH:30]=[CH:29][C:28]=2[O:37][CH2:4][C:3]2[CH:6]=[CH:7][C:8]([F:10])=[CH:9][C:2]=2[F:1])[CH:16]=1)[CH3:12].